Dataset: TCR-epitope binding with 47,182 pairs between 192 epitopes and 23,139 TCRs. Task: Binary Classification. Given a T-cell receptor sequence (or CDR3 region) and an epitope sequence, predict whether binding occurs between them. Result: 1 (the TCR binds to the epitope). The TCR CDR3 sequence is CSVVLRTYNEQFF. The epitope is WICLLQFAY.